Predict the product of the given reaction. From a dataset of Forward reaction prediction with 1.9M reactions from USPTO patents (1976-2016). (1) Given the reactants [NH2:1][C:2]1[C:7]([Br:8])=[CH:6][CH:5]=[CH:4][C:3]=1[NH:9][C:10]([C:12]1([NH:27]C(=O)OC(C)(C)C)[CH2:17][CH2:16][N:15]([C:18]2[C:19]3[CH:26]=[CH:25][NH:24][C:20]=3[N:21]=[CH:22][N:23]=2)[CH2:14][CH2:13]1)=O.Cl, predict the reaction product. The product is: [Br:8][C:7]1[C:2]2[NH:1][C:10]([C:12]3([NH2:27])[CH2:13][CH2:14][N:15]([C:18]4[C:19]5[CH:26]=[CH:25][NH:24][C:20]=5[N:21]=[CH:22][N:23]=4)[CH2:16][CH2:17]3)=[N:9][C:3]=2[CH:4]=[CH:5][CH:6]=1. (2) Given the reactants Cl[C:2]1[CH:9]=[CH:8][C:5]([C:6]#[N:7])=[CH:4][C:3]=1[N+:10]([O-:12])=[O:11].[F:13][C:14]([F:20])([F:19])[CH2:15][CH2:16][CH2:17][NH2:18].CCN(CC)CC, predict the reaction product. The product is: [N+:10]([C:3]1[CH:4]=[C:5]([CH:8]=[CH:9][C:2]=1[NH:18][CH2:17][CH2:16][CH2:15][C:14]([F:20])([F:19])[F:13])[C:6]#[N:7])([O-:12])=[O:11]. (3) Given the reactants [Br:1][C:2]1[CH:3]=[C:4]([S:8](Cl)(=[O:10])=[O:9])[CH:5]=[CH:6][CH:7]=1.[F-:12].[K+], predict the reaction product. The product is: [Br:1][C:2]1[CH:3]=[C:4]([S:8]([F:12])(=[O:10])=[O:9])[CH:5]=[CH:6][CH:7]=1. (4) Given the reactants [F:1][C:2]1[CH:3]=[C:4]([CH:8]2[O:12]C(=O)[NH:10][CH:9]2[CH2:14][C:15]2[CH:20]=[CH:19][CH:18]=[C:17]([O:21][C:22]([F:27])([F:26])[CH:23]([F:25])[F:24])[CH:16]=2)[CH:5]=[CH:6][CH:7]=1.[OH-].[Na+], predict the reaction product. The product is: [NH2:10][CH:9]([CH2:14][C:15]1[CH:20]=[CH:19][CH:18]=[C:17]([O:21][C:22]([F:27])([F:26])[CH:23]([F:25])[F:24])[CH:16]=1)[CH:8]([C:4]1[CH:5]=[CH:6][CH:7]=[C:2]([F:1])[CH:3]=1)[OH:12]. (5) Given the reactants [C:1]([C:4]1[C:25]([N+:26]([O-:28])=[O:27])=[CH:24][C:7]([O:8][CH2:9][C:10]2([NH:13][C:14]([O:16][CH2:17][C:18]3[CH:23]=[CH:22][CH:21]=[CH:20][CH:19]=3)=[O:15])[CH2:12][CH2:11]2)=[C:6]([O:29][CH3:30])[CH:5]=1)(=[O:3])[CH3:2].CO[CH:33](OC)[N:34]([CH3:36])[CH3:35], predict the reaction product. The product is: [CH3:33][N:34]([CH3:36])[CH:35]=[CH:2][C:1]([C:4]1[C:25]([N+:26]([O-:28])=[O:27])=[CH:24][C:7]([O:8][CH2:9][C:10]2([NH:13][C:14]([O:16][CH2:17][C:18]3[CH:19]=[CH:20][CH:21]=[CH:22][CH:23]=3)=[O:15])[CH2:12][CH2:11]2)=[C:6]([O:29][CH3:30])[CH:5]=1)=[O:3]. (6) The product is: [ClH:1].[Cl:1][C:2]1[CH:3]=[C:4]([CH2:9][CH2:10][CH2:11][NH2:12])[CH:5]=[CH:6][C:7]=1[Cl:8]. Given the reactants [Cl:1][C:2]1[CH:3]=[C:4]([CH2:9][CH2:10][CH2:11][NH:12]C(=O)OC(C)(C)C)[CH:5]=[CH:6][C:7]=1[Cl:8].CCOCC, predict the reaction product. (7) Given the reactants Br[CH:2]=[CH:3]Br.[O:5]1[CH2:10][CH2:9][N:8]([CH2:11][CH2:12][CH2:13][NH2:14])[CH2:7][CH2:6]1.[Cl:15][C:16]1[CH:21]=[CH:20][C:19]([C@@H:22]2[C@:24]3([C:32]4[C:27](=[CH:28][CH:29]=[CH:30][CH:31]=4)[NH:26][C:25]3=[O:33])[CH2:23]2)=[CH:18][CH:17]=1, predict the reaction product. The product is: [Cl:15][C:16]1[CH:17]=[CH:18][C:19]([C@H:22]2[C@@:24]3([C:32]4[C:27](=[CH:28][CH:29]=[CH:30][CH:31]=4)[N:26]([CH2:2][CH2:3][NH:14][CH2:13][CH2:12][CH2:11][N:8]4[CH2:9][CH2:10][O:5][CH2:6][CH2:7]4)[C:25]3=[O:33])[CH2:23]2)=[CH:20][CH:21]=1.